The task is: Predict the reaction yield, written as a fraction of the theoretical maximum amount of product (1.0 means a 100% yield; for example, 0.34 means a 34% yield).. This data is from Reaction yield outcomes from USPTO patents with 853,638 reactions. (1) The reactants are COC[O:4][C:5]1[CH:10]=[C:9]([O:11]COC)[C:8]([C:15]2[CH:20]=[CH:19][CH:18]=[CH:17][CH:16]=2)=[CH:7][C:6]=1[C:21]1[N:22]([C:27]2[C:36]3[C:31](=[CH:32][CH:33]=[CH:34][CH:35]=3)[CH:30]=[CH:29][CH:28]=2)[C:23]([SH:26])=[N:24][N:25]=1.Cl. The catalyst is CO. The product is [SH:26][C:23]1[N:22]([C:27]2[C:36]3[C:31](=[CH:32][CH:33]=[CH:34][CH:35]=3)[CH:30]=[CH:29][CH:28]=2)[C:21]([C:6]2[CH:7]=[C:8]([C:15]3[CH:16]=[CH:17][CH:18]=[CH:19][CH:20]=3)[C:9]([OH:11])=[CH:10][C:5]=2[OH:4])=[N:25][N:24]=1. The yield is 0.770. (2) The reactants are Cl[C:2]1[C:7]2=[CH:8][C:9]([C:11]3[CH:16]=[CH:15][N:14]=[C:13]([N:17]4[CH2:22][CH2:21][O:20][CH2:19][CH2:18]4)[CH:12]=3)=[CH:10][N:6]2[N:5]=[CH:4][N:3]=1.[F:23][C:24]1[CH:29]=[C:28]([N+:30]([O-:32])=[O:31])[CH:27]=[CH:26][C:25]=1[OH:33].C1N2CCN(CC2)C1. The catalyst is CC#N. The product is [F:23][C:24]1[CH:29]=[C:28]([N+:30]([O-:32])=[O:31])[CH:27]=[CH:26][C:25]=1[O:33][C:2]1[C:7]2=[CH:8][C:9]([C:11]3[CH:16]=[CH:15][N:14]=[C:13]([N:17]4[CH2:22][CH2:21][O:20][CH2:19][CH2:18]4)[CH:12]=3)=[CH:10][N:6]2[N:5]=[CH:4][N:3]=1. The yield is 0.330. (3) The reactants are [C:1]([N:8]1[CH2:12][C@@H:11]([N:13]([C:22](=[O:31])[C:23]([CH3:30])([CH3:29])[CH2:24][O:25]C(=O)C)[CH:14]2[CH2:19][CH2:18][C:17]([CH3:21])([CH3:20])[CH2:16][CH2:15]2)[CH2:10][C@H:9]1[C:32]([O:34]C)=[O:33])([O:3][C:4]([CH3:7])([CH3:6])[CH3:5])=[O:2].[OH-].[Na+]. The catalyst is CO.O. The product is [C:1]([N:8]1[CH2:12][C@@H:11]([N:13]([CH:14]2[CH2:19][CH2:18][C:17]([CH3:21])([CH3:20])[CH2:16][CH2:15]2)[C:22](=[O:31])[C:23]([CH3:30])([CH3:29])[CH2:24][OH:25])[CH2:10][C@H:9]1[C:32]([OH:34])=[O:33])([O:3][C:4]([CH3:5])([CH3:6])[CH3:7])=[O:2]. The yield is 0.950.